This data is from NCI-60 drug combinations with 297,098 pairs across 59 cell lines. The task is: Regression. Given two drug SMILES strings and cell line genomic features, predict the synergy score measuring deviation from expected non-interaction effect. (1) Cell line: HT29. Synergy scores: CSS=54.0, Synergy_ZIP=-0.654, Synergy_Bliss=2.33, Synergy_Loewe=-3.15, Synergy_HSA=3.09. Drug 2: CNC(=O)C1=NC=CC(=C1)OC2=CC=C(C=C2)NC(=O)NC3=CC(=C(C=C3)Cl)C(F)(F)F. Drug 1: C1=C(C(=O)NC(=O)N1)N(CCCl)CCCl. (2) Drug 1: C1CCC(CC1)NC(=O)N(CCCl)N=O. Drug 2: CS(=O)(=O)CCNCC1=CC=C(O1)C2=CC3=C(C=C2)N=CN=C3NC4=CC(=C(C=C4)OCC5=CC(=CC=C5)F)Cl. Cell line: EKVX. Synergy scores: CSS=12.7, Synergy_ZIP=-4.43, Synergy_Bliss=-0.00241, Synergy_Loewe=-2.09, Synergy_HSA=1.63. (3) Drug 1: CC=C1C(=O)NC(C(=O)OC2CC(=O)NC(C(=O)NC(CSSCCC=C2)C(=O)N1)C(C)C)C(C)C. Drug 2: C1=CC=C(C=C1)NC(=O)CCCCCCC(=O)NO. Cell line: SW-620. Synergy scores: CSS=40.2, Synergy_ZIP=-4.80, Synergy_Bliss=-3.62, Synergy_Loewe=-28.3, Synergy_HSA=-2.06. (4) Drug 1: C1CCC(CC1)NC(=O)N(CCCl)N=O. Drug 2: COC1=NC(=NC2=C1N=CN2C3C(C(C(O3)CO)O)O)N. Cell line: DU-145. Synergy scores: CSS=0.958, Synergy_ZIP=-0.310, Synergy_Bliss=0.383, Synergy_Loewe=-6.58, Synergy_HSA=-1.69. (5) Drug 1: CCCCC(=O)OCC(=O)C1(CC(C2=C(C1)C(=C3C(=C2O)C(=O)C4=C(C3=O)C=CC=C4OC)O)OC5CC(C(C(O5)C)O)NC(=O)C(F)(F)F)O. Drug 2: CS(=O)(=O)OCCCCOS(=O)(=O)C. Cell line: UACC-257. Synergy scores: CSS=22.1, Synergy_ZIP=-0.764, Synergy_Bliss=-0.360, Synergy_Loewe=-31.1, Synergy_HSA=-0.225. (6) Drug 1: CC1C(C(=O)NC(C(=O)N2CCCC2C(=O)N(CC(=O)N(C(C(=O)O1)C(C)C)C)C)C(C)C)NC(=O)C3=C4C(=C(C=C3)C)OC5=C(C(=O)C(=C(C5=N4)C(=O)NC6C(OC(=O)C(N(C(=O)CN(C(=O)C7CCCN7C(=O)C(NC6=O)C(C)C)C)C)C(C)C)C)N)C. Synergy scores: CSS=57.9, Synergy_ZIP=26.9, Synergy_Bliss=29.1, Synergy_Loewe=29.3, Synergy_HSA=29.6. Drug 2: CCC(=C(C1=CC=CC=C1)C2=CC=C(C=C2)OCCN(C)C)C3=CC=CC=C3.C(C(=O)O)C(CC(=O)O)(C(=O)O)O. Cell line: IGROV1. (7) Drug 1: CC1=C(C=C(C=C1)NC2=NC=CC(=N2)N(C)C3=CC4=NN(C(=C4C=C3)C)C)S(=O)(=O)N.Cl. Drug 2: CS(=O)(=O)OCCCCOS(=O)(=O)C. Cell line: MOLT-4. Synergy scores: CSS=39.0, Synergy_ZIP=-1.13, Synergy_Bliss=-1.06, Synergy_Loewe=-1.53, Synergy_HSA=-1.18. (8) Drug 1: CN(C)C1=NC(=NC(=N1)N(C)C)N(C)C. Drug 2: C1=NNC2=C1C(=O)NC=N2. Cell line: MOLT-4. Synergy scores: CSS=4.62, Synergy_ZIP=-2.85, Synergy_Bliss=-1.41, Synergy_Loewe=-9.35, Synergy_HSA=-5.72. (9) Drug 1: CC1=C(C(=CC=C1)Cl)NC(=O)C2=CN=C(S2)NC3=CC(=NC(=N3)C)N4CCN(CC4)CCO. Drug 2: CCC1=C2CN3C(=CC4=C(C3=O)COC(=O)C4(CC)O)C2=NC5=C1C=C(C=C5)O. Cell line: UACC62. Synergy scores: CSS=41.0, Synergy_ZIP=4.46, Synergy_Bliss=6.25, Synergy_Loewe=4.78, Synergy_HSA=9.30.